Dataset: Retrosynthesis with 50K atom-mapped reactions and 10 reaction types from USPTO. Task: Predict the reactants needed to synthesize the given product. (1) Given the product CCCOc1cc(C)c(NC(=O)Nc2cc3ccccc3cc2C(=O)N[C@H](C(=O)OC)C2CCCCC2)c(C)c1, predict the reactants needed to synthesize it. The reactants are: CCCOc1cc(C)c(N=C=O)c(C)c1.COC(=O)[C@@H](NC(=O)c1cc2ccccc2cc1N)C1CCCCC1. (2) Given the product CCC(=O)Sc1ccc2ccccc2n1, predict the reactants needed to synthesize it. The reactants are: CCC(=O)Cl.Sc1ccc2ccccc2n1.